Dataset: Full USPTO retrosynthesis dataset with 1.9M reactions from patents (1976-2016). Task: Predict the reactants needed to synthesize the given product. Given the product [Br:1][C:2]1[N:3]=[C:4]([C@@H:12]2[O:17][CH2:16][CH2:15][N:14]([C:18]([O:20][C:21]([CH3:24])([CH3:23])[CH3:22])=[O:19])[CH2:13]2)[N:5]2[CH:10]=[CH:9][N:8]=[C:7]([NH:36][CH2:35][C:28]3[CH:29]=[CH:30][C:31]([O:33][CH3:34])=[CH:32][C:27]=3[O:26][CH3:25])[C:6]=12, predict the reactants needed to synthesize it. The reactants are: [Br:1][C:2]1[N:3]=[C:4]([C@@H:12]2[O:17][CH2:16][CH2:15][N:14]([C:18]([O:20][C:21]([CH3:24])([CH3:23])[CH3:22])=[O:19])[CH2:13]2)[N:5]2[CH:10]=[CH:9][N:8]=[C:7](Cl)[C:6]=12.[CH3:25][O:26][C:27]1[CH:32]=[C:31]([O:33][CH3:34])[CH:30]=[CH:29][C:28]=1[CH2:35][NH2:36].C(N(C(C)C)C(C)C)C.